This data is from Reaction yield outcomes from USPTO patents with 853,638 reactions. The task is: Predict the reaction yield, written as a fraction of the theoretical maximum amount of product (1.0 means a 100% yield; for example, 0.34 means a 34% yield). (1) The reactants are C[Si]([N-][Si](C)(C)C)(C)C.[Li+].[C:11]([C:14]1[CH:15]=[C:16]([CH:21]=[C:22]([Br:25])[C:23]=1[OH:24])[C:17]([O:19][CH3:20])=[O:18])(=[O:13])[CH3:12].[N:26]1([C:32](Cl)=[O:33])[CH2:31][CH2:30][O:29][CH2:28][CH2:27]1.Cl. The catalyst is C1COCC1.O.C(Cl)Cl. The product is [Br:25][C:22]1[CH:21]=[C:16]([CH:15]=[C:14]([C:11](=[O:13])[CH2:12][C:32]([N:26]2[CH2:31][CH2:30][O:29][CH2:28][CH2:27]2)=[O:33])[C:23]=1[OH:24])[C:17]([O:19][CH3:20])=[O:18]. The yield is 0.900. (2) The catalyst is O1CCOCC1.O.CCOC(C)=O.C1C=CC([P]([Pd]([P](C2C=CC=CC=2)(C2C=CC=CC=2)C2C=CC=CC=2)([P](C2C=CC=CC=2)(C2C=CC=CC=2)C2C=CC=CC=2)[P](C2C=CC=CC=2)(C2C=CC=CC=2)C2C=CC=CC=2)(C2C=CC=CC=2)C2C=CC=CC=2)=CC=1. The reactants are Br[C:2]1[CH:3]=[CH:4][C:5]2[N:9]=[CH:8][N:7]([C:10]3[CH:17]=[CH:16][C:13]([C:14]#[N:15])=[CH:12][CH:11]=3)[C:6]=2[CH:18]=1.[CH2:19]([O:21][C:22]([C:24]1[CH:29]=[CH:28][C:27](B(O)O)=[CH:26][CH:25]=1)=[O:23])[CH3:20].[O-]P([O-])([O-])=O.[K+].[K+].[K+]. The product is [C:14]([C:13]1[CH:16]=[CH:17][C:10]([N:7]2[C:6]3[CH:18]=[C:2]([C:27]4[CH:28]=[CH:29][C:24]([C:22]([O:21][CH2:19][CH3:20])=[O:23])=[CH:25][CH:26]=4)[CH:3]=[CH:4][C:5]=3[N:9]=[CH:8]2)=[CH:11][CH:12]=1)#[N:15]. The yield is 0.650.